The task is: Predict the product of the given reaction.. This data is from Forward reaction prediction with 1.9M reactions from USPTO patents (1976-2016). (1) Given the reactants [F:1][C:2]1[CH:3]=[C:4]([C@@:15]([C:24]2[CH:29]=[CH:28][C:27]([F:30])=[CH:26][CH:25]=2)([NH2:23])[CH2:16][C:17]2[CH:22]=[CH:21][CH:20]=[CH:19][CH:18]=2)[CH:5]=[C:6]([O:8][C:9]([F:14])([F:13])[CH:10]([F:12])[F:11])[CH:7]=1.CN1CCOCC1.C1CN([P+](Br)(N2CCCC2)N2CCCC2)CC1.F[P-](F)(F)(F)(F)F.[F:62][C:63]([F:79])([F:78])[C:64]([CH:70]1[O:74][N:73]=[C:72]([C:75]([OH:77])=[O:76])[CH2:71]1)([OH:69])[C:65]([F:68])([F:67])[F:66], predict the reaction product. The product is: [F:1][C:2]1[CH:3]=[C:4]([C@@:15]([C:24]2[CH:29]=[CH:28][C:27]([F:30])=[CH:26][CH:25]=2)([NH2:23])[CH2:16][C:17]2[CH:22]=[CH:21][CH:20]=[CH:19][CH:18]=2)[CH:5]=[C:6]([O:8][C:9]([F:14])([F:13])[CH:10]([F:12])[F:11])[CH:7]=1.[F:68][C:65]([F:66])([F:67])[C:64]([CH:70]1[O:74][N:73]=[C:72]([C:75]([OH:77])=[O:76])[CH2:71]1)([OH:69])[C:63]([F:79])([F:78])[F:62].[F:1][C:2]1[CH:3]=[C:4]([C@:15]([NH:23][C:75]([C:72]2[CH2:71][CH:70]([C:64]([OH:69])([C:63]([F:79])([F:78])[F:62])[C:65]([F:66])([F:67])[F:68])[O:74][N:73]=2)=[O:76])([C:24]2[CH:29]=[CH:28][C:27]([F:30])=[CH:26][CH:25]=2)[CH2:16][C:17]2[CH:22]=[CH:21][CH:20]=[CH:19][CH:18]=2)[CH:5]=[C:6]([O:8][C:9]([F:14])([F:13])[CH:10]([F:12])[F:11])[CH:7]=1. (2) Given the reactants [Si:1]([O:8][C@H:9]1[CH2:18][C:17]([CH3:20])([CH3:19])[CH2:16][C:15]2[N:14]=[C:13]([CH:21]3[CH2:25][CH2:24][CH2:23][CH2:22]3)[C:12]([CH:26]=[O:27])=[C:11]([I:28])[C:10]1=2)([C:4]([CH3:7])([CH3:6])[CH3:5])([CH3:3])[CH3:2].[C:29]([C:33]1[CH:38]=[CH:37][C:36]([Mg]Br)=[CH:35][CH:34]=1)([CH3:32])([CH3:31])[CH3:30], predict the reaction product. The product is: [Si:1]([O:8][C@H:9]1[CH2:18][C:17]([CH3:20])([CH3:19])[CH2:16][C:15]2[N:14]=[C:13]([CH:21]3[CH2:22][CH2:23][CH2:24][CH2:25]3)[C:12]([CH:26]([C:36]3[CH:37]=[CH:38][C:33]([C:29]([CH3:32])([CH3:31])[CH3:30])=[CH:34][CH:35]=3)[OH:27])=[C:11]([I:28])[C:10]1=2)([C:4]([CH3:5])([CH3:6])[CH3:7])([CH3:3])[CH3:2].